From a dataset of Full USPTO retrosynthesis dataset with 1.9M reactions from patents (1976-2016). Predict the reactants needed to synthesize the given product. (1) Given the product [CH3:8][O:9][C:10](=[O:30])[C@@H:11]([CH3:29])[CH2:12][C@@H:13]([C:14](=[O:27])[NH:15][C:16]([CH3:25])([CH3:26])[CH2:17][C:18]1[CH:19]=[CH:20][C:21]([F:24])=[CH:22][CH:23]=1)[NH:28][C:2]([N:40]1[CH2:41][CH2:42][N:37]([C:31]2[CH:36]=[CH:35][CH:34]=[CH:33][CH:32]=2)[CH2:38][CH2:39]1)=[O:1], predict the reactants needed to synthesize it. The reactants are: [OH:1][C:2](C(F)(F)F)=O.[CH3:8][O:9][C:10](=[O:30])[CH:11]([CH3:29])[CH2:12][CH:13]([NH2:28])[C:14](=[O:27])[NH:15][C:16]([CH3:26])([CH3:25])[CH2:17][C:18]1[CH:23]=[CH:22][C:21]([F:24])=[CH:20][CH:19]=1.[C:31]1([N:37]2[CH2:42][CH2:41][NH:40][CH2:39][CH2:38]2)[CH:36]=[CH:35][CH:34]=[CH:33][CH:32]=1. (2) Given the product [OH:9][C:10]1([CH2:21][CH2:22][CH2:23][CH2:24][CH2:25][CH2:26][CH2:27][CH2:28][CH2:29][CH2:30][CH2:31][CH3:32])[C:11]([OH:5])([C:17]([O:19][CH3:20])=[O:18])[CH:12]([C:13]([O:15][CH3:16])=[O:14])[O:34][C:33]1=[O:35], predict the reactants needed to synthesize it. The reactants are: C[N+]1([O-])CC[O:5]CC1.[OH:9][C:10]([C:33]([O:35]C)=[O:34])([CH2:21][CH2:22][CH2:23][CH2:24][CH2:25][CH2:26][CH2:27][CH2:28][CH2:29][CH2:30][CH2:31][CH3:32])/[C:11](/[C:17]([O:19][CH3:20])=[O:18])=[CH:12]/[C:13]([O:15][CH3:16])=[O:14].[O-]S([O-])(=S)=O.[Na+].[Na+]. (3) Given the product [C:1]1([B:7]2[O:9][C:14]([CH3:16])([CH3:15])[C:11]([CH3:13])([CH3:12])[O:8]2)[CH:6]=[CH:5][CH:4]=[CH:3][CH:2]=1, predict the reactants needed to synthesize it. The reactants are: [C:1]1([B:7]([OH:9])[OH:8])[CH:6]=[CH:5][CH:4]=[CH:3][CH:2]=1.O[C:11]([C:14](O)([CH3:16])[CH3:15])([CH3:13])[CH3:12]. (4) Given the product [OH:30][C:5]1[C:6]([CH2:27][CH2:28][CH3:29])=[C:7]([O:8][CH2:9][C:10]2[CH:15]=[CH:14][CH:13]=[C:12]([NH:16][C:17]3[CH:24]=[CH:23][CH:22]=[C:19]([C:20]4[N:31]=[N:32][NH:33][N:21]=4)[CH:18]=3)[CH:11]=2)[CH:25]=[CH:26][C:4]=1[C:1](=[O:3])[CH3:2], predict the reactants needed to synthesize it. The reactants are: [C:1]([C:4]1[CH:26]=[CH:25][C:7]([O:8][CH2:9][C:10]2[CH:11]=[C:12]([NH:16][C:17]3[CH:18]=[C:19]([CH:22]=[CH:23][CH:24]=3)[C:20]#[N:21])[CH:13]=[CH:14][CH:15]=2)=[C:6]([CH2:27][CH2:28][CH3:29])[C:5]=1[OH:30])(=[O:3])[CH3:2].[N-:31]=[N+:32]=[N-:33].[Na+].Cl.C(N(CC)CC)C. (5) Given the product [CH3:36][O:35][C:31]1[CH:30]=[C:29]([N:24]2[C:23]([N:6]3[CH2:7][C@H:8]([S:10]([C:13]4[CH:18]=[CH:17][CH:16]=[CH:15][C:14]=4[C:19]([F:21])([F:22])[F:20])(=[O:12])=[O:11])[CH2:9][C@H:5]3[C:3]([OH:4])=[O:2])=[CH:27][C:26]([CH3:28])=[N:25]2)[CH:34]=[CH:33][CH:32]=1, predict the reactants needed to synthesize it. The reactants are: C[O:2][C:3]([C@@H:5]1[CH2:9][C@@H:8]([S:10]([C:13]2[CH:18]=[CH:17][CH:16]=[CH:15][C:14]=2[C:19]([F:22])([F:21])[F:20])(=[O:12])=[O:11])[CH2:7][N:6]1[C:23]1[N:24]([C:29]2[CH:34]=[CH:33][CH:32]=[C:31]([O:35][CH3:36])[CH:30]=2)[N:25]=[C:26]([CH3:28])[CH:27]=1)=[O:4].COC([C@H]1C[C@@H](S(C2C=CC=CC=2C(F)(F)F)(=O)=O)CN1C1N(C2C=CC=C(OC)C=2)N=C(C)C=1)=O.[OH-].[Li+].COC1C=C(N2C(N3C[C@H](S(C4C=CC=CC=4C(F)(F)F)(=O)=O)C[C@@H]3C(O)=O)=CC(C)=N2)C=CC=1. (6) Given the product [Br:1][C:2]1[CH:3]=[C:4]([C:12]([CH3:15])([CH3:14])[CH3:13])[C:5]([O:10][CH3:11])=[C:6]([CH2:7][Br:19])[CH:9]=1, predict the reactants needed to synthesize it. The reactants are: [Br:1][C:2]1[CH:3]=[C:4]([C:12]([CH3:15])([CH3:14])[CH3:13])[C:5]([O:10][CH3:11])=[C:6]([CH:9]=1)[CH:7]=O.[BH4-].[Na+].C(Br)(Br)(Br)[Br:19].C1C=CC(P(C2C=CC=CC=2)C2C=CC=CC=2)=CC=1.